The task is: Predict the reactants needed to synthesize the given product.. This data is from Full USPTO retrosynthesis dataset with 1.9M reactions from patents (1976-2016). (1) Given the product [CH:25]([O:38][C:39]1[C:40]2[C:52](=[O:53])[N:51]([CH2:54][C:55]3[CH:60]=[CH:59][C:58]([F:61])=[CH:57][CH:56]=3)[CH2:50][C:41]=2[C:42]([O:49][S:21]([CH2:20][CH2:19][N:10]2[C:9](=[O:8])[C:17]3[C:12](=[CH:13][CH:14]=[CH:15][CH:16]=3)[C:11]2=[O:18])(=[O:22])=[O:23])=[C:43]2[C:48]=1[N:47]=[CH:46][CH:45]=[CH:44]2)([C:26]1[CH:31]=[CH:30][CH:29]=[CH:28][CH:27]=1)[C:32]1[CH:33]=[CH:34][CH:35]=[CH:36][CH:37]=1, predict the reactants needed to synthesize it. The reactants are: C(N(CC)CC)C.[O:8]=[C:9]1[C:17]2[C:12](=[CH:13][CH:14]=[CH:15][CH:16]=2)[C:11](=[O:18])[N:10]1[CH2:19][CH2:20][S:21](Cl)(=[O:23])=[O:22].[CH:25]([O:38][C:39]1[C:40]2[C:52](=[O:53])[N:51]([CH2:54][C:55]3[CH:60]=[CH:59][C:58]([F:61])=[CH:57][CH:56]=3)[CH2:50][C:41]=2[C:42]([OH:49])=[C:43]2[C:48]=1[N:47]=[CH:46][CH:45]=[CH:44]2)([C:32]1[CH:37]=[CH:36][CH:35]=[CH:34][CH:33]=1)[C:26]1[CH:31]=[CH:30][CH:29]=[CH:28][CH:27]=1.CCOC(C)=O.CCCCCC. (2) Given the product [Cl:1][C:2]1[CH:3]=[CH:4][C:5]2[N:29]3[C:30]([CH2:33][OH:34])=[CH:31][CH:32]=[C:28]3[C:8]3([CH2:13][CH2:12][N:11]([C:14]([C:15]4[CH:20]=[CH:19][C:18]([C:21]([F:22])([F:24])[F:23])=[C:17]([O:25][CH3:26])[CH:16]=4)=[O:27])[CH2:10][CH2:9]3)[O:7][C:6]=2[CH:35]=1, predict the reactants needed to synthesize it. The reactants are: [Cl:1][C:2]1[CH:3]=[CH:4][C:5]2[N:29]3[C:30]([CH:33]=[O:34])=[CH:31][CH:32]=[C:28]3[C:8]3([CH2:13][CH2:12][N:11]([C:14](=[O:27])[C:15]4[CH:20]=[CH:19][C:18]([C:21]([F:24])([F:23])[F:22])=[C:17]([O:25][CH3:26])[CH:16]=4)[CH2:10][CH2:9]3)[O:7][C:6]=2[CH:35]=1.[BH4-].[Na+]. (3) Given the product [CH3:57][C:58]1[CH:59]=[C:60]([CH:63]=[CH:64][CH:65]=1)[CH2:61][NH:62][C:20]([C:19]1[CH:18]=[N:17][N:10]2[C@H:11]([C:13]([F:16])([F:15])[F:14])[CH2:12][C@H:7]([C:4]3[CH:5]=[CH:6][C:1]([CH3:23])=[CH:2][CH:3]=3)[NH:8][C:9]=12)=[O:22], predict the reactants needed to synthesize it. The reactants are: [C:1]1([CH3:23])[CH:6]=[CH:5][C:4]([C@H:7]2[CH2:12][C@@H:11]([C:13]([F:16])([F:15])[F:14])[N:10]3[N:17]=[CH:18][C:19]([C:20]([OH:22])=O)=[C:9]3[NH:8]2)=[CH:3][CH:2]=1.CN(C(ON1N=NC2C=CC=NC1=2)=[N+](C)C)C.F[P-](F)(F)(F)(F)F.C(N(CC)C(C)C)(C)C.[CH3:57][C:58]1[CH:59]=[C:60]([CH:63]=[CH:64][CH:65]=1)[CH2:61][NH2:62]. (4) The reactants are: [NH2:1][C:2](=[N:21][OH:22])[C:3]1[CH:4]=[CH:5][C:6]([F:20])=[C:7]([CH:19]=1)[CH2:8][N:9]([CH3:18])[CH2:10][C:11]([O:13][C:14]([CH3:17])([CH3:16])[CH3:15])=[O:12].[CH3:23][O:24][CH2:25][C:26]1[CH:31]=[C:30]([C:32](O)=O)[CH:29]=[CH:28][C:27]=1[C:35]1[CH:40]=[CH:39][CH:38]=[CH:37][C:36]=1[CH3:41]. Given the product [F:20][C:6]1[CH:5]=[CH:4][C:3]([C:2]2[N:1]=[C:32]([C:30]3[CH:29]=[CH:28][C:27]([C:35]4[CH:40]=[CH:39][CH:38]=[CH:37][C:36]=4[CH3:41])=[C:26]([CH2:25][O:24][CH3:23])[CH:31]=3)[O:22][N:21]=2)=[CH:19][C:7]=1[CH2:8][N:9]([CH3:18])[CH2:10][C:11]([O:13][C:14]([CH3:17])([CH3:16])[CH3:15])=[O:12], predict the reactants needed to synthesize it. (5) Given the product [OH:15][C:14]1[C:13]2[C:8](=[CH:9][CH:10]=[CH:11][CH:12]=2)[S:7][C:6](=[O:16])[C:5]=1[C:3]([NH:17][CH2:18][C:19]([OH:21])=[O:20])=[O:4], predict the reactants needed to synthesize it. The reactants are: CO[C:3]([C:5]1[C:6](=[O:16])[S:7][C:8]2[C:13]([C:14]=1[OH:15])=[CH:12][CH:11]=[CH:10][CH:9]=2)=[O:4].[NH2:17][CH2:18][C:19]([O-:21])=[O:20].[Na+]. (6) Given the product [ClH:49].[OH:4][CH2:5][C:6]([N:8]1[CH:9]2[CH2:15][CH2:14][CH:13]1[CH2:12][CH:11]([C:16]1[N:20]=[C:19]([NH:21][C:22]3[C:27]([O:28][C:29]4[C:30]([CH3:35])=[N:31][CH:32]=[CH:33][CH:34]=4)=[CH:26][C:25]([S:36][C:37]4[CH:42]=[CH:41][CH:40]=[CH:39][N:38]=4)=[CH:24][N:23]=3)[S:18][N:17]=1)[CH2:10]2)=[O:7], predict the reactants needed to synthesize it. The reactants are: C([O:4][CH2:5][C:6]([N:8]1[CH:13]2[CH2:14][CH2:15][CH:9]1[CH2:10][CH:11]([C:16]1[N:20]=[C:19]([NH:21][C:22]3[C:27]([O:28][C:29]4[C:30]([CH3:35])=[N:31][CH:32]=[CH:33][CH:34]=4)=[CH:26][C:25]([S:36][C:37]4[CH:42]=[CH:41][CH:40]=[CH:39][N:38]=4)=[CH:24][N:23]=3)[S:18][N:17]=1)[CH2:12]2)=[O:7])(=O)C.C([O-])([O-])=O.[K+].[K+].[ClH:49].